This data is from Reaction yield outcomes from USPTO patents with 853,638 reactions. The task is: Predict the reaction yield, written as a fraction of the theoretical maximum amount of product (1.0 means a 100% yield; for example, 0.34 means a 34% yield). The reactants are [CH3:1][C:2]1[CH:3]=[CH:4][C:5]([C:8]2[N:12]([C:13]3[N:14]=[N:15][CH:16]=[CH:17][CH:18]=3)[N:11]=[C:10]([C:19]([OH:21])=O)[CH:9]=2)=[N:6][CH:7]=1.[C:22]([NH2:26])([CH3:25])([CH3:24])[CH3:23]. No catalyst specified. The product is [C:22]([NH:26][C:19]([C:10]1[CH:9]=[C:8]([C:5]2[CH:4]=[CH:3][C:2]([CH3:1])=[CH:7][N:6]=2)[N:12]([C:13]2[N:14]=[N:15][CH:16]=[CH:17][CH:18]=2)[N:11]=1)=[O:21])([CH3:25])([CH3:24])[CH3:23]. The yield is 0.770.